This data is from Peptide-MHC class I binding affinity with 185,985 pairs from IEDB/IMGT. The task is: Regression. Given a peptide amino acid sequence and an MHC pseudo amino acid sequence, predict their binding affinity value. This is MHC class I binding data. (1) The binding affinity (normalized) is 0.0847. The MHC is HLA-A11:01 with pseudo-sequence HLA-A11:01. The peptide sequence is DTDISQLHH. (2) The peptide sequence is GELRKAICL. The binding affinity (normalized) is 0.492. The MHC is HLA-A02:06 with pseudo-sequence HLA-A02:06.